Dataset: NCI-60 drug combinations with 297,098 pairs across 59 cell lines. Task: Regression. Given two drug SMILES strings and cell line genomic features, predict the synergy score measuring deviation from expected non-interaction effect. Drug 1: C1CC(=O)NC(=O)C1N2CC3=C(C2=O)C=CC=C3N. Drug 2: CC1C(C(CC(O1)OC2CC(CC3=C2C(=C4C(=C3O)C(=O)C5=C(C4=O)C(=CC=C5)OC)O)(C(=O)C)O)N)O.Cl. Cell line: OVCAR-5. Synergy scores: CSS=16.8, Synergy_ZIP=-0.204, Synergy_Bliss=6.01, Synergy_Loewe=4.92, Synergy_HSA=4.95.